The task is: Predict the reactants needed to synthesize the given product.. This data is from Full USPTO retrosynthesis dataset with 1.9M reactions from patents (1976-2016). (1) Given the product [Cl:32]([O-:36])(=[O:35])(=[O:34])=[O:33].[F:1][C:2]1[CH:3]=[CH:4][C:5]2[C:6]3[C:11]4[C:12](=[O:20])[CH2:13][C:14]([CH3:18])([CH3:19])[CH2:15][C:16]=4[O+:17]=[C:21]([CH3:22])[C:7]=3[NH:8][C:9]=2[CH:10]=1, predict the reactants needed to synthesize it. The reactants are: [F:1][C:2]1[CH:10]=[C:9]2[C:5]([C:6]([CH:11]3[C:16](=[O:17])[CH2:15][C:14]([CH3:19])([CH3:18])[CH2:13][C:12]3=[O:20])=[CH:7][NH:8]2)=[CH:4][CH:3]=1.[C:21](O)(=O)[CH3:22].C(OC(=O)C)(=O)C.[Cl:32]([OH:36])(=[O:35])(=[O:34])=[O:33]. (2) Given the product [CH3:17][C:11]1[C:10]([O:9][C:4]2[C:5]([NH2:8])=[N:6][CH:7]=[C:2]([S:32][C:33]3[CH:38]=[CH:37][CH:36]=[CH:35][N:34]=3)[CH:3]=2)=[CH:15][CH:14]=[C:13]([CH3:16])[N:12]=1, predict the reactants needed to synthesize it. The reactants are: Br[C:2]1[CH:3]=[C:4]([O:9][C:10]2[C:11]([CH3:17])=[N:12][C:13]([CH3:16])=[CH:14][CH:15]=2)[C:5]([NH2:8])=[N:6][CH:7]=1.C[Li].C([Li])CCC.N1C=CC=C(S[S:32][C:33]2[CH:38]=[CH:37][CH:36]=[CH:35][N:34]=2)C=1.[NH4+].[Cl-]. (3) Given the product [CH:14]1([CH2:13][O:12][C:7]2[C:2]([C:22]3[CH:23]=[CH:24][C:19]([C:18]([F:29])([F:28])[F:17])=[CH:20][CH:21]=3)=[CH:3][C:4]([C:9]([NH:30][CH2:31][C:32]([OH:37])([CH3:38])[C:33]([F:36])([F:35])[F:34])=[O:11])=[CH:5][N:6]=2)[CH2:16][CH2:15]1, predict the reactants needed to synthesize it. The reactants are: Br[C:2]1[CH:3]=[C:4]([C:9]([OH:11])=O)[CH:5]=[N:6][C:7]=1Cl.[OH:12][CH2:13][CH:14]1[CH2:16][CH2:15]1.[F:17][C:18]([F:29])([F:28])[C:19]1[CH:24]=[CH:23][C:22](B(O)O)=[CH:21][CH:20]=1.[NH2:30][CH2:31][C:32]([CH3:38])([OH:37])[C:33]([F:36])([F:35])[F:34]. (4) Given the product [N:28]1([C:2]2[CH:7]=[CH:6][C:5]([C:8]3([C:12]([N:14]4[CH2:18][CH2:17][C@@:16]5([C:26]6[CH:25]=[CH:24][N:23]=[CH:22][C:21]=6[C:20](=[O:27])[O:19]5)[CH2:15]4)=[O:13])[CH2:11][CH2:10][CH2:9]3)=[CH:4][CH:3]=2)[C:32]2[C:31](=[CH:36][CH:35]=[CH:34][CH:33]=2)[CH:44]=[N:45]1, predict the reactants needed to synthesize it. The reactants are: Br[C:2]1[CH:7]=[CH:6][C:5]([C:8]2([C:12]([N:14]3[CH2:18][CH2:17][C:16]4([C:26]5[CH:25]=[CH:24][N:23]=[CH:22][C:21]=5[C:20](=[O:27])[O:19]4)[CH2:15]3)=[O:13])[CH2:11][CH2:10][CH2:9]2)=[CH:4][CH:3]=1.[NH:28]1[C:32]2[CH:33]=[CH:34][CH:35]=[CH:36][C:31]=2N=C1.C1(C)C=CC=CC=1.[CH3:44][N:45](C)C=O.CN[C@H]1CCCC[C@@H]1NC.C(=O)([O-])[O-].[K+].[K+]. (5) The reactants are: CN(C)[CH:3]=[CH:4][C:5](=O)[C:6]([CH3:14])([C:8]1[O:12][N:11]=[C:10]([CH3:13])[N:9]=1)C.[N+]([O-])(O)=[O:18].[N+]([O-])(O)=O.[CH3:25][O:26][C:27]1[CH:28]=[C:29]([NH:39][C:40]([NH2:42])=[NH:41])[CH:30]=[CH:31][C:32]=1[N:33]1[CH:37]=[C:36]([CH3:38])[N:35]=[CH:34]1. Given the product [CH3:25][O:26][C:27]1[CH:28]=[C:29]([NH:39][C:40]2[N:42]=[C:5]([C:6]([C:8]3[O:12][N:11]=[C:10]([CH3:13])[N:9]=3)([OH:18])[CH3:14])[CH:4]=[CH:3][N:41]=2)[CH:30]=[CH:31][C:32]=1[N:33]1[CH:37]=[C:36]([CH3:38])[N:35]=[CH:34]1, predict the reactants needed to synthesize it. (6) Given the product [NH2:17][C:18]1[N:4]2[C:5]([O:11][CH3:12])=[N:6][CH:7]=[C:8]([O:9][CH3:10])[C:3]2=[N:1][N:2]=1, predict the reactants needed to synthesize it. The reactants are: [NH:1]([C:3]1[C:8]([O:9][CH3:10])=[CH:7][N:6]=[C:5]([O:11][CH3:12])[N:4]=1)[NH2:2].CC(O)C.[N:17]#[C:18]Br.C(=O)([O-])[O-].[Na+].[Na+]. (7) Given the product [OH:35][CH2:34][C@@H:33]([NH:32][C:21]([C:20]1[C:14]2[C:15](=[N:16][CH:17]=[C:12]([C:6]3[C:5]4[C:9](=[CH:10][C:2]([F:1])=[CH:3][CH:4]=4)[N:8]([CH3:11])[N:7]=3)[N:13]=2)[N:18]([CH2:24][O:25][CH2:26][CH2:27][Si:28]([CH3:29])([CH3:31])[CH3:30])[CH:19]=1)=[O:22])[CH2:36][CH:37]([CH3:39])[CH3:38], predict the reactants needed to synthesize it. The reactants are: [F:1][C:2]1[CH:10]=[C:9]2[C:5]([C:6]([C:12]3[N:13]=[C:14]4[C:20]([C:21](O)=[O:22])=[CH:19][N:18]([CH2:24][O:25][CH2:26][CH2:27][Si:28]([CH3:31])([CH3:30])[CH3:29])[C:15]4=[N:16][CH:17]=3)=[N:7][N:8]2[CH3:11])=[CH:4][CH:3]=1.[NH2:32][C@@H:33]([CH2:36][CH:37]([CH3:39])[CH3:38])[CH2:34][OH:35].CN(C(ON1N=NC2C=CC=NC1=2)=[N+](C)C)C.F[P-](F)(F)(F)(F)F.C(N(CC)C(C)C)(C)C.